This data is from Full USPTO retrosynthesis dataset with 1.9M reactions from patents (1976-2016). The task is: Predict the reactants needed to synthesize the given product. (1) Given the product [CH2:1]([O:3][C:4]([C:6]1[N:7]([C@H:27]([CH3:29])[CH2:28][NH:24][C:22]([O:21][C:17]([CH3:20])([CH3:19])[CH3:18])=[O:23])[C:8]2[C:13]([CH:14]=1)=[CH:12][CH:11]=[C:10]([CH3:15])[C:9]=2[CH3:16])=[O:5])[CH3:2], predict the reactants needed to synthesize it. The reactants are: [CH2:1]([O:3][C:4]([C:6]1[NH:7][C:8]2[C:13]([CH:14]=1)=[CH:12][CH:11]=[C:10]([CH3:15])[C:9]=2[CH3:16])=[O:5])[CH3:2].[C:17]([O:21][C:22]([N:24]1[CH2:28][C@H:27]([CH3:29])OS1(=O)=O)=[O:23])([CH3:20])([CH3:19])[CH3:18]. (2) Given the product [N:20]1([C:18]2[CH:19]=[C:14]([CH2:13][S:11][C:5]3[CH:10]=[CH:9][CH:8]=[CH:7][CH:6]=3)[N:15]=[C:16]([C:26]3[CH:31]=[CH:30][CH:29]=[CH:28][N:27]=3)[N:17]=2)[CH2:21][CH2:22][O:23][CH2:24][CH2:25]1, predict the reactants needed to synthesize it. The reactants are: [O-]CC.[Na+].[C:5]1([SH:11])[CH:10]=[CH:9][CH:8]=[CH:7][CH:6]=1.Cl[CH2:13][C:14]1[CH:19]=[C:18]([N:20]2[CH2:25][CH2:24][O:23][CH2:22][CH2:21]2)[N:17]=[C:16]([C:26]2[CH:31]=[CH:30][CH:29]=[CH:28][N:27]=2)[N:15]=1. (3) The reactants are: [CH3:1][C:2]1[CH:3]=[N:4][C:5]2[CH:6]([NH2:12])[CH2:7][CH2:8][CH2:9][C:10]=2[CH:11]=1.[Cl:13][C:14]1[CH:22]=[CH:21][CH:20]=[C:19]([Cl:23])[C:15]=1[C:16](Cl)=[O:17].C(N(C(C)C)CC)(C)C. Given the product [Cl:13][C:14]1[CH:22]=[CH:21][CH:20]=[C:19]([Cl:23])[C:15]=1[C:16]([NH:12][CH:6]1[C:5]2[N:4]=[CH:3][C:2]([CH3:1])=[CH:11][C:10]=2[CH2:9][CH2:8][CH2:7]1)=[O:17], predict the reactants needed to synthesize it. (4) Given the product [CH3:1][N:2]1[C:6]([C:7](=[O:21])[NH:8][CH2:9][CH2:10][C:11]2[N:15]([CH3:16])[C:14]3[CH:17]=[CH:18][CH:19]=[CH:20][C:13]=3[N:12]=2)=[C:5]([C:22]([OH:24])=[O:23])[N:4]=[C:3]1[CH3:26], predict the reactants needed to synthesize it. The reactants are: [CH3:1][N:2]1[C:6]([C:7](=[O:21])[NH:8][CH2:9][CH2:10][C:11]2[N:15]([CH3:16])[C:14]3[CH:17]=[CH:18][CH:19]=[CH:20][C:13]=3[N:12]=2)=[C:5]([C:22]([O:24]C)=[O:23])[N:4]=[C:3]1[CH3:26].[Li+].[OH-].Cl. (5) Given the product [CH3:1][O:2][C:3]([C:5]1[CH:6]=[N:7][N:8]2[CH:13]=[C:12]([C:15]3[C:20]([F:21])=[CH:19][CH:18]=[CH:17][C:16]=3[F:22])[C:11]([Cl:23])=[N:10][C:9]=12)=[O:4], predict the reactants needed to synthesize it. The reactants are: [CH3:1][O:2][C:3]([C:5]1[CH:6]=[N:7][N:8]2[C:13](Cl)=[C:12]([C:15]3[C:20]([F:21])=[CH:19][CH:18]=[CH:17][C:16]=3[F:22])[C:11]([Cl:23])=[N:10][C:9]=12)=[O:4]. (6) Given the product [Si:1]([O:8][CH:9]([CH2:10][C:11]#[CH:12])[C:13]([CH3:25])([CH3:24])[CH2:14][OH:15])([C:4]([CH3:7])([CH3:6])[CH3:5])([CH3:3])[CH3:2], predict the reactants needed to synthesize it. The reactants are: [Si:1]([O:8][CH:9]([C:13]([CH3:25])([CH3:24])[CH2:14][O:15]C1C=CC(OC)=CC=1)[C:10]#[C:11][CH3:12])([C:4]([CH3:7])([CH3:6])[CH3:5])([CH3:3])[CH3:2].O=[N+]([O-])[O-].[O-][N+](=O)[O-].[O-][N+](=O)[O-].[O-][N+](=O)[O-].[O-][N+](=O)[O-].[O-][N+](=O)[O-].[Ce+4].[NH4+].[NH4+].CC(=O)OCC.